Dataset: Reaction yield outcomes from USPTO patents with 853,638 reactions. Task: Predict the reaction yield, written as a fraction of the theoretical maximum amount of product (1.0 means a 100% yield; for example, 0.34 means a 34% yield). (1) The reactants are [BH4-].[Na+].CO.[CH3:5][O:6][C:7](=[O:32])[CH2:8][O:9][CH2:10]/[CH:11]=[CH:12]\[CH2:13][N:14]1[C@@H:19]([CH2:20][CH2:21][C:22](=[O:30])[CH2:23][C:24]2[CH:29]=[CH:28][CH:27]=[CH:26][CH:25]=2)[CH2:18][CH2:17][CH2:16][C:15]1=[O:31]. The catalyst is C(Cl)Cl. The product is [CH3:5][O:6][C:7](=[O:32])[CH2:8][O:9][CH2:10]/[CH:11]=[CH:12]\[CH2:13][N:14]1[C:15](=[O:31])[CH2:16][CH2:17][CH2:18][C@@H:19]1[CH2:20][CH2:21][CH:22]([OH:30])[CH2:23][C:24]1[CH:29]=[CH:28][CH:27]=[CH:26][CH:25]=1. The yield is 0.870. (2) The reactants are [Cl:1][C:2]1[CH:3]=[C:4]([CH:9]=[CH:10][C:11]=1[CH:12]=O)[C:5]([O:7][CH3:8])=[O:6].[N:14]1([C:20]([O:22][C:23]([CH3:26])([CH3:25])[CH3:24])=[O:21])[CH2:19][CH2:18][NH:17][CH2:16][CH2:15]1.C(O[BH-](OC(=O)C)OC(=O)C)(=O)C.[Na+]. The catalyst is ClCCCl. The product is [Cl:1][C:2]1[CH:3]=[C:4]([C:5]([O:7][CH3:8])=[O:6])[CH:9]=[CH:10][C:11]=1[CH2:12][N:17]1[CH2:16][CH2:15][N:14]([C:20]([O:22][C:23]([CH3:26])([CH3:25])[CH3:24])=[O:21])[CH2:19][CH2:18]1. The yield is 0.950.